This data is from Reaction yield outcomes from USPTO patents with 853,638 reactions. The task is: Predict the reaction yield, written as a fraction of the theoretical maximum amount of product (1.0 means a 100% yield; for example, 0.34 means a 34% yield). (1) The reactants are F[C:2]1[N:7]2[CH:8]=[C:9]([CH2:11][OH:12])[N:10]=[C:6]2[CH:5]=[CH:4][CH:3]=1.[CH3:13][N:14]1[CH2:19][CH2:18][NH:17][CH2:16][CH2:15]1. The catalyst is [Cl-].[Na+].O. The product is [CH3:13][N:14]1[CH2:19][CH2:18][N:17]([C:2]2[N:7]3[CH:8]=[C:9]([CH2:11][OH:12])[N:10]=[C:6]3[CH:5]=[CH:4][CH:3]=2)[CH2:16][CH2:15]1. The yield is 0.900. (2) The reactants are C(OC([N:8]1[CH2:13][CH2:12][CH:11]([N:14]2[CH2:18][CH2:17][CH2:16][C@H:15]2[CH2:19][O:20][C:21](=[O:28])[C:22]2[CH:27]=[CH:26][CH:25]=[CH:24][CH:23]=2)[CH2:10][CH2:9]1)=O)(C)(C)C.C(O)(C(F)(F)F)=O.C(=O)([O-])[O-].[Na+].[Na+]. The catalyst is C(Cl)Cl. The product is [NH:8]1[CH2:13][CH2:12][CH:11]([N:14]2[CH2:18][CH2:17][CH2:16][C@H:15]2[CH2:19][O:20][C:21](=[O:28])[C:22]2[CH:23]=[CH:24][CH:25]=[CH:26][CH:27]=2)[CH2:10][CH2:9]1. The yield is 0.950. (3) The reactants are [NH2:1][CH:2]([CH2:8][C:9]1[CH:14]=[CH:13][C:12]([OH:15])=[C:11]([OH:16])[CH:10]=1)[C:3]([O:5][CH2:6][CH3:7])=[O:4].C(N(C(C)C)CC)(C)C.[CH3:26][C:27]([O:30][C:31](O[C:31]([O:30][C:27]([CH3:29])([CH3:28])[CH3:26])=[O:32])=[O:32])([CH3:29])[CH3:28]. The catalyst is C(Cl)Cl. The product is [C:27]([O:30][C:31]([NH:1][CH:2]([CH2:8][C:9]1[CH:14]=[CH:13][C:12]([OH:15])=[C:11]([OH:16])[CH:10]=1)[C:3]([O:5][CH2:6][CH3:7])=[O:4])=[O:32])([CH3:29])([CH3:28])[CH3:26]. The yield is 0.760. (4) The reactants are [CH3:1][S:2](Cl)(=[O:4])=[O:3].[Cl:6][C:7]1[C:8]([CH2:17][O:18][C:19]2[CH:28]=[CH:27][C:26]3[CH2:25][C:24]([CH3:30])([CH3:29])[CH2:23][CH2:22][C:21]=3[CH:20]=2)=[CH:9][C:10]2[O:14][N:13]=[C:12]([NH2:15])[C:11]=2[CH:16]=1.C(N(CC)CC)C. The catalyst is C(Cl)Cl. The product is [Cl:6][C:7]1[C:8]([CH2:17][O:18][C:19]2[CH:28]=[CH:27][C:26]3[CH2:25][C:24]([CH3:30])([CH3:29])[CH2:23][CH2:22][C:21]=3[CH:20]=2)=[CH:9][C:10]2[O:14][N:13]=[C:12]([NH:15][S:2]([CH3:1])(=[O:4])=[O:3])[C:11]=2[CH:16]=1. The yield is 0.270. (5) The reactants are [NH2:1][C:2]1[CH:3]=[CH:4][CH:5]=[C:6]2[C:10]=1[NH:9][C:8]([C:11]([O:13][CH2:14][CH3:15])=[O:12])=[CH:7]2.[CH3:16][S:17](Cl)(=[O:19])=[O:18]. The catalyst is N1C=CC=CC=1. The product is [CH3:16][S:17]([NH:1][C:2]1[CH:3]=[CH:4][CH:5]=[C:6]2[C:10]=1[NH:9][C:8]([C:11]([O:13][CH2:14][CH3:15])=[O:12])=[CH:7]2)(=[O:19])=[O:18]. The yield is 0.620. (6) The reactants are [CH2:1]([S:3][C:4]1[CH:12]=[CH:11][C:10]([S:13]([CH3:16])(=[O:15])=[O:14])=[CH:9][C:5]=1[C:6]([OH:8])=O)[CH3:2].CN(C(ON1N=NC2C=CC=CC1=2)=[N+](C)C)C.[B-](F)(F)(F)F.C(N(C(C)C)C(C)C)C.[F:48][C:49]1[C:50]([N:59]2[CH2:64][CH2:63][NH:62][CH2:61][CH2:60]2)=[N:51][CH:52]=[C:53]([C:55]([F:58])([F:57])[F:56])[CH:54]=1. The catalyst is O1CCCC1.C(OCC)(=O)C.CCCCCCC. The product is [CH2:1]([S:3][C:4]1[CH:12]=[CH:11][C:10]([S:13]([CH3:16])(=[O:15])=[O:14])=[CH:9][C:5]=1[C:6]([N:62]1[CH2:63][CH2:64][N:59]([C:50]2[C:49]([F:48])=[CH:54][C:53]([C:55]([F:58])([F:57])[F:56])=[CH:52][N:51]=2)[CH2:60][CH2:61]1)=[O:8])[CH3:2]. The yield is 0.610. (7) The reactants are Br[C:2]1[CH:9]=[CH:8][C:5]([C:6]#[N:7])=[CH:4][CH:3]=1.[O:10]=[C:11]1[CH2:20][CH2:19][C:18]2[C:13](=[CH:14][CH:15]=[C:16](B(O)O)[CH:17]=2)[NH:12]1.C(=O)([O-])[O-].[Na+].[Na+]. The catalyst is O.O1CCOCC1.C1C=CC([P]([Pd]([P](C2C=CC=CC=2)(C2C=CC=CC=2)C2C=CC=CC=2)([P](C2C=CC=CC=2)(C2C=CC=CC=2)C2C=CC=CC=2)[P](C2C=CC=CC=2)(C2C=CC=CC=2)C2C=CC=CC=2)(C2C=CC=CC=2)C2C=CC=CC=2)=CC=1. The product is [O:10]=[C:11]1[CH2:20][CH2:19][C:18]2[C:13](=[CH:14][CH:15]=[C:16]([C:2]3[CH:9]=[CH:8][C:5]([C:6]#[N:7])=[CH:4][CH:3]=3)[CH:17]=2)[NH:12]1. The yield is 0.550.